This data is from Catalyst prediction with 721,799 reactions and 888 catalyst types from USPTO. The task is: Predict which catalyst facilitates the given reaction. (1) Reactant: [NH2:1][C:2]1[N:6]([C:7]2[CH:12]=[CH:11][CH:10]=[CH:9][CH:8]=2)[NH:5][C:4](=[O:13])[C:3]=1[CH3:14].Cl[C:16]1[CH:21]=[N:20][CH:19]=[CH:18][N:17]=1.C([Cu])#N.C(=O)([O-])[O-].[Cs+].[Cs+].C(N)CN. Product: [CH3:14][C:3]1[C:4]([O:13][C:16]2[CH:21]=[N:20][CH:19]=[CH:18][N:17]=2)=[N:5][N:6]([C:7]2[CH:12]=[CH:11][CH:10]=[CH:9][CH:8]=2)[C:2]=1[NH2:1]. The catalyst class is: 3. (2) Reactant: [H-].[Na+].[Br:3][C:4]1[NH:5][C:6]([Br:10])=[C:7]([Br:9])[N:8]=1.Cl[CH2:12][O:13][CH2:14][CH2:15][Si:16]([CH3:19])([CH3:18])[CH3:17]. Product: [Br:3][C:4]1[N:5]([CH2:12][O:13][CH2:14][CH2:15][Si:16]([CH3:19])([CH3:18])[CH3:17])[C:6]([Br:10])=[C:7]([Br:9])[N:8]=1. The catalyst class is: 1. (3) Reactant: Cl[CH2:2][C:3]([N:5]1[C:14]2[C:9](=[CH:10][CH:11]=[C:12]([C:15]([O:17][C:18]([CH3:21])([CH3:20])[CH3:19])=[O:16])[CH:13]=2)[N:8]([CH:22]2[CH2:24][CH2:23]2)[C:7](=[O:25])[CH2:6]1)=[O:4].[CH:26]1([NH2:31])[CH2:30][CH2:29][CH2:28][CH2:27]1. Product: [CH:26]1([NH:31][CH2:2][C:3]([N:5]2[C:14]3[C:9](=[CH:10][CH:11]=[C:12]([C:15]([O:17][C:18]([CH3:21])([CH3:20])[CH3:19])=[O:16])[CH:13]=3)[N:8]([CH:22]3[CH2:24][CH2:23]3)[C:7](=[O:25])[CH2:6]2)=[O:4])[CH2:30][CH2:29][CH2:28][CH2:27]1. The catalyst class is: 7. (4) Reactant: CC1(C)C(C)(C)OB([C:9]2[CH:14]=[CH:13][C:12]([C:15]3[CH:20]=[CH:19][C:18]([C:21]4([C:24]([O:26][CH2:27][CH3:28])=[O:25])[CH2:23][CH2:22]4)=[CH:17][CH:16]=3)=[CH:11][CH:10]=2)O1.Br[C:31]1[CH:32]=[N:33][N:34]([CH3:37])[C:35]=1[NH2:36].CC(C1C=C(C(C)C)C(C2C=CC=CC=2P(C2CCCCC2)C2CCCCC2)=C(C(C)C)C=1)C.[O-]P([O-])([O-])=O.[K+].[K+].[K+]. Product: [CH2:27]([O:26][C:24]([C:21]1([C:18]2[CH:19]=[CH:20][C:15]([C:12]3[CH:11]=[CH:10][C:9]([C:31]4[CH:32]=[N:33][N:34]([CH3:37])[C:35]=4[NH2:36])=[CH:14][CH:13]=3)=[CH:16][CH:17]=2)[CH2:23][CH2:22]1)=[O:25])[CH3:28]. The catalyst class is: 164.